Dataset: Catalyst prediction with 721,799 reactions and 888 catalyst types from USPTO. Task: Predict which catalyst facilitates the given reaction. Reactant: [C:1]([C:4]1[C:22](=[O:23])[C@@:8]2([CH3:24])[C:9]3[C:15]([OH:16])=[CH:14][C:13]([O:17][CH3:18])=[C:12]([C:19]([NH2:21])=[O:20])[C:10]=3[O:11][C:7]2=[CH:6][C:5]=1[OH:25])(=[O:3])[CH3:2].[CH3:26][C:27]1[CH:34]=[CH:33][CH:32]=[CH:31][C:28]=1[CH:29]=O.C([SiH](CC)CC)C.FC(F)(F)C(O)=O. Product: [C:1]([C:4]1[C:22](=[O:23])[C@@:8]2([CH3:24])[C:9]3[C:15]([OH:16])=[CH:14][C:13]([O:17][CH3:18])=[C:12]([C:19]([NH:21][CH2:26][C:27]4[CH:34]=[CH:33][CH:32]=[CH:31][C:28]=4[CH3:29])=[O:20])[C:10]=3[O:11][C:7]2=[CH:6][C:5]=1[OH:25])(=[O:3])[CH3:2]. The catalyst class is: 11.